This data is from Forward reaction prediction with 1.9M reactions from USPTO patents (1976-2016). The task is: Predict the product of the given reaction. (1) Given the reactants CC1(C)C(C)(C)OB([C:9]2[CH:14]=[CH:13][C:12]([C:15]([F:18])([F:17])[F:16])=[CH:11][C:10]=2[NH:19]C(=O)OC(C)(C)C)O1.Br[C:29]1[C:30]([C:35]#[N:36])=[N:31][CH:32]=[CH:33][CH:34]=1.C(=O)([O-])[O-].[K+].[K+], predict the reaction product. The product is: [F:16][C:15]([F:17])([F:18])[C:12]1[CH:13]=[CH:14][C:9]2=[C:29]3[C:30](=[C:35]([NH2:36])[N:19]=[C:10]2[CH:11]=1)[N:31]=[CH:32][CH:33]=[CH:34]3. (2) Given the reactants [Cl:1][C:2]1[N:3]=[CH:4][C:5]([C:8]([O:10]C)=[O:9])=[N:6][CH:7]=1.[Cl-].[Li+], predict the reaction product. The product is: [Cl:1][C:2]1[N:3]=[CH:4][C:5]([C:8]([OH:10])=[O:9])=[N:6][CH:7]=1. (3) Given the reactants [CH2:1]([C:7]1[S:11][C:10]([C:12]#[C:13][C:14]2[O:18][C:17]([C:19]([NH:21][C@@H:22]([CH2:27][N+:28]([CH3:31])([CH3:30])[CH3:29])[CH2:23][C:24]([O-:26])=[O:25])=[O:20])=[CH:16][CH:15]=2)=[CH:9][CH:8]=1)[CH2:2][CH2:3][CH2:4][CH2:5][CH3:6], predict the reaction product. The product is: [CH2:1]([C:7]1[S:11][C:10]([CH2:12][CH2:13][C:14]2[O:18][C:17]([C:19]([NH:21][C@@H:22]([CH2:27][N+:28]([CH3:31])([CH3:30])[CH3:29])[CH2:23][C:24]([O-:26])=[O:25])=[O:20])=[CH:16][CH:15]=2)=[CH:9][CH:8]=1)[CH2:2][CH2:3][CH2:4][CH2:5][CH3:6]. (4) Given the reactants [Na].[Br:2][C:3]1[C:4]([CH3:10])=[CH:5][C:6](Cl)=[N:7][CH:8]=1.Cl.[CH3:12][CH:13]([OH:15])[CH3:14], predict the reaction product. The product is: [Br:2][C:3]1[C:4]([CH3:10])=[CH:5][C:6]([O:15][CH:13]([CH3:14])[CH3:12])=[N:7][CH:8]=1. (5) Given the reactants [CH3:1][C:2]12[CH2:9][CH:6]([NH:7][CH2:8]1)[CH2:5][C:4]([CH3:11])([CH3:10])[CH2:3]2.[Br:12][C:13]1[CH:18]=[CH:17][C:16]([CH:19]([OH:23])[C:20](O)=[O:21])=[C:15]([F:24])[CH:14]=1.F[P-](F)(F)(F)(F)F.N1(O[P+](N(C)C)(N(C)C)N(C)C)C2C=CC=CC=2N=N1.C(N(CC)C(C)C)(C)C, predict the reaction product. The product is: [Br:12][C:13]1[CH:18]=[CH:17][C:16]([CH:19]([OH:23])[C:20](=[O:21])[N:7]2[CH2:8][C:2]3([CH3:1])[CH2:9][CH:6]2[CH2:5][C:4]([CH3:11])([CH3:10])[CH2:3]3)=[C:15]([F:24])[CH:14]=1. (6) Given the reactants [C:1]([NH:4][C:5]1[S:6][C:7]([C:11]2[N:12]=[C:13]([C:16](Cl)=[O:17])[S:14][CH:15]=2)=[C:8]([CH3:10])[N:9]=1)(=[O:3])[CH3:2].[OH:19][CH2:20][CH:21]1[CH2:26][CH2:25][NH:24][CH2:23][CH2:22]1.C(N(CC)CC)C, predict the reaction product. The product is: [OH:19][CH2:20][CH:21]1[CH2:26][CH2:25][N:24]([C:16]([C:13]2[S:14][CH:15]=[C:11]([C:7]3[S:6][C:5]([NH:4][C:1](=[O:3])[CH3:2])=[N:9][C:8]=3[CH3:10])[N:12]=2)=[O:17])[CH2:23][CH2:22]1. (7) Given the reactants [NH2:1][C:2]([NH:4][C:5]1[NH:6][C:7]2[C:12]([C:13]=1[C:14]([NH2:16])=[O:15])=[CH:11][CH:10]=[C:9]([OH:17])[CH:8]=2)=[O:3].[H-].[Na+].F[C:21]1[CH:26]=[CH:25][C:24]([N+:27]([O-:29])=[O:28])=[CH:23][CH:22]=1, predict the reaction product. The product is: [NH2:1][C:2]([NH:4][C:5]1[NH:6][C:7]2[C:12]([C:13]=1[C:14]([NH2:16])=[O:15])=[CH:11][CH:10]=[C:9]([O:17][C:21]1[CH:26]=[CH:25][C:24]([N+:27]([O-:29])=[O:28])=[CH:23][CH:22]=1)[CH:8]=2)=[O:3]. (8) Given the reactants [C:1]1([N:7]2[C:11]([C:12]3[CH:17]=[CH:16][C:15]([CH3:18])=[CH:14][CH:13]=3)=[CH:10][C:9]([CH2:19][CH2:20][CH:21]=O)=[N:8]2)[CH:6]=[CH:5][CH:4]=[CH:3][CH:2]=1.[CH3:23][C:24]1[CH:29]=[C:28]([CH3:30])[CH:27]=[CH:26][C:25]=1[N:31]1[CH2:36][CH2:35][NH:34][CH2:33][CH2:32]1.CCN(C(C)C)C(C)C.[BH-](OC(C)=O)(OC(C)=O)OC(C)=O.[Na+], predict the reaction product. The product is: [CH3:23][C:24]1[CH:29]=[C:28]([CH3:30])[CH:27]=[CH:26][C:25]=1[N:31]1[CH2:32][CH2:33][N:34]([CH2:21][CH2:20][CH2:19][C:9]2[CH:10]=[C:11]([C:12]3[CH:17]=[CH:16][C:15]([CH3:18])=[CH:14][CH:13]=3)[N:7]([C:1]3[CH:6]=[CH:5][CH:4]=[CH:3][CH:2]=3)[N:8]=2)[CH2:35][CH2:36]1.